From a dataset of Forward reaction prediction with 1.9M reactions from USPTO patents (1976-2016). Predict the product of the given reaction. (1) The product is: [OH:1][CH2:2][CH:3]1[CH:5]2[O:6][C:13]([CH3:15])([CH3:14])[O:8][CH:7]2[CH:9]([OH:10])[O:4]1. Given the reactants [O:1]=[CH:2][C@@H:3]([C@@H:5]([C@@H:7]([CH2:9][OH:10])[OH:8])[OH:6])[OH:4].CO[C:13](OC)([CH3:15])[CH3:14], predict the reaction product. (2) Given the reactants [NH:1]1[C:9]2[C:4](=[CH:5][CH:6]=[CH:7][CH:8]=2)[C:3]([C:10]([OH:12])=[O:11])=[N:2]1.O=S(Cl)Cl.[CH3:17]O, predict the reaction product. The product is: [CH3:17][O:11][C:10]([C:3]1[C:4]2[C:9](=[CH:8][CH:7]=[CH:6][CH:5]=2)[NH:1][N:2]=1)=[O:12].